From a dataset of Reaction yield outcomes from USPTO patents with 853,638 reactions. Predict the reaction yield, written as a fraction of the theoretical maximum amount of product (1.0 means a 100% yield; for example, 0.34 means a 34% yield). (1) The reactants are OCC1C=CC([C:9]2[C:17]3[C:16]([C:18]([O-:20])=O)=[CH:15][CH:14]=[N:13][C:12]=3[N:11]([CH:21]([CH3:23])[CH3:22])[N:10]=2)=CC=1.[OH-].[Na+].[NH2:26][CH2:27][C:28]1[C:29](=[O:36])[NH:30][C:31]([CH3:35])=[CH:32][C:33]=1[CH3:34].C1CN([P+](ON2N=N[C:56]3[CH:57]=[CH:58][CH:59]=[CH:60][C:55]2=3)(N2CCCC2)N2CCCC2)CC1.F[P-](F)(F)(F)(F)F.[C:70]([O-])(O)=[O:71].[Na+]. The catalyst is CCO.CS(C)=O.CO.C(Cl)Cl. The product is [CH3:34][C:33]1[CH:32]=[C:31]([CH3:35])[NH:30][C:29](=[O:36])[C:28]=1[CH2:27][NH:26][C:18]([C:16]1[C:17]2[CH:9]=[N:10][N:11]([CH:21]([CH3:22])[CH3:23])[C:12]=2[N:13]=[C:14]([C:59]2[CH:60]=[CH:55][C:56]([CH2:70][OH:71])=[CH:57][CH:58]=2)[CH:15]=1)=[O:20]. The yield is 0.814. (2) The reactants are Cl[C:2]1[N:7]=[CH:6][N:5]=[C:4]([NH:8][C:9]2[CH:10]=[C:11]([CH:16]=[CH:17][CH:18]=2)[C:12]([O:14][CH3:15])=[O:13])[CH:3]=1.[O:19]([C:26]1[CH:32]=[CH:31][C:29]([NH2:30])=[CH:28][CH:27]=1)[C:20]1[CH:25]=[CH:24][CH:23]=[CH:22][CH:21]=1.C(O)(=O)C. The catalyst is C(O)C. The product is [O:19]([C:26]1[CH:27]=[CH:28][C:29]([NH:30][C:2]2[N:7]=[CH:6][N:5]=[C:4]([NH:8][C:9]3[CH:10]=[C:11]([CH:16]=[CH:17][CH:18]=3)[C:12]([O:14][CH3:15])=[O:13])[CH:3]=2)=[CH:31][CH:32]=1)[C:20]1[CH:25]=[CH:24][CH:23]=[CH:22][CH:21]=1. The yield is 0.660.